Predict the reaction yield, written as a fraction of the theoretical maximum amount of product (1.0 means a 100% yield; for example, 0.34 means a 34% yield). From a dataset of Reaction yield outcomes from USPTO patents with 853,638 reactions. (1) The reactants are [Cl:1][C:2]1[CH:3]=[C:4]([C@H:9]([CH2:21][CH:22]=O)[CH2:10][N:11]([CH3:20])[C:12](=[O:19])[C:13]2[CH:18]=[CH:17][CH:16]=[CH:15][CH:14]=2)[CH:5]=[CH:6][C:7]=1[Cl:8].[N:24]1([C:29]([C:31]2([N:37]3[CH2:42][CH2:41][CH2:40][CH2:39][CH2:38]3)[CH2:36][CH2:35][NH:34][CH2:33][CH2:32]2)=[O:30])[CH2:28][CH2:27][CH2:26][CH2:25]1.C(O)(=O)C.C(O[BH-](OC(=O)C)OC(=O)C)(=O)C.[Na+]. The catalyst is C(Cl)Cl.C(OCC)(=O)C. The product is [Cl:1][C:2]1[CH:3]=[C:4]([C@H:9]([CH2:21][CH2:22][N:34]2[CH2:35][CH2:36][C:31]([C:29]([N:24]3[CH2:25][CH2:26][CH2:27][CH2:28]3)=[O:30])([N:37]3[CH2:38][CH2:39][CH2:40][CH2:41][CH2:42]3)[CH2:32][CH2:33]2)[CH2:10][N:11]([CH3:20])[C:12](=[O:19])[C:13]2[CH:14]=[CH:15][CH:16]=[CH:17][CH:18]=2)[CH:5]=[CH:6][C:7]=1[Cl:8]. The yield is 0.660. (2) The reactants are [NH:1]1[C:7]2[CH:8]=[CH:9][CH:10]=[CH:11][C:6]=2[CH2:5][CH2:4][CH2:3][C:2]1=O.[H-].[H-].[H-].[H-].[Li+].[Al+3].[C@H](O)(C([O-])=O)[C@@H](O)C([O-])=O.[Na+].[K+]. The catalyst is C1COCC1.CCOCC. The product is [NH:1]1[C:7]2[CH:8]=[CH:9][CH:10]=[CH:11][C:6]=2[CH2:5][CH2:4][CH2:3][CH2:2]1. The yield is 0.980.